From a dataset of NCI-60 drug combinations with 297,098 pairs across 59 cell lines. Regression. Given two drug SMILES strings and cell line genomic features, predict the synergy score measuring deviation from expected non-interaction effect. (1) Drug 1: CC12CCC(CC1=CCC3C2CCC4(C3CC=C4C5=CN=CC=C5)C)O. Drug 2: C1=CC(=C2C(=C1NCCNCCO)C(=O)C3=C(C=CC(=C3C2=O)O)O)NCCNCCO. Cell line: UACC62. Synergy scores: CSS=44.1, Synergy_ZIP=8.15, Synergy_Bliss=8.34, Synergy_Loewe=-9.88, Synergy_HSA=9.61. (2) Drug 1: CCCCC(=O)OCC(=O)C1(CC(C2=C(C1)C(=C3C(=C2O)C(=O)C4=C(C3=O)C=CC=C4OC)O)OC5CC(C(C(O5)C)O)NC(=O)C(F)(F)F)O. Drug 2: CN(C(=O)NC(C=O)C(C(C(CO)O)O)O)N=O. Cell line: CCRF-CEM. Synergy scores: CSS=70.9, Synergy_ZIP=0.575, Synergy_Bliss=0.612, Synergy_Loewe=-27.1, Synergy_HSA=1.12. (3) Drug 1: CC1=C(C(=CC=C1)Cl)NC(=O)C2=CN=C(S2)NC3=CC(=NC(=N3)C)N4CCN(CC4)CCO. Drug 2: C(=O)(N)NO. Cell line: CCRF-CEM. Synergy scores: CSS=-11.7, Synergy_ZIP=3.55, Synergy_Bliss=4.38, Synergy_Loewe=-8.30, Synergy_HSA=-7.32. (4) Drug 2: CS(=O)(=O)OCCCCOS(=O)(=O)C. Cell line: SW-620. Synergy scores: CSS=43.4, Synergy_ZIP=1.28, Synergy_Bliss=1.76, Synergy_Loewe=-17.8, Synergy_HSA=3.97. Drug 1: C1=CN(C(=O)N=C1N)C2C(C(C(O2)CO)O)O.Cl.